The task is: Predict which catalyst facilitates the given reaction.. This data is from Catalyst prediction with 721,799 reactions and 888 catalyst types from USPTO. (1) Product: [CH3:33][C:13]1[CH:17]=[CH:16][NH:15][C:14]=1[C:28]([O:30][CH2:31][CH3:32])=[O:29]. The catalyst class is: 1. Reactant: C1CCN2C(=NCCC2)CC1.Cl[C:13]1([CH3:33])[CH2:17][CH2:16][N:15](S(C2C=CC(C)=CC=2)(=O)=O)[C@@H:14]1[C:28]([O:30][CH2:31][CH3:32])=[O:29].C(OCC)C. (2) Reactant: C([O:8][C:9]([C:11]1[CH:12]=[C:13]([C:33]2[CH:38]=[C:37]([CH:39]([CH3:41])[CH3:40])[CH:36]=[CH:35][C:34]=2[O:42][CH3:43])[C:14]([O:25][CH2:26][C:27]2[CH:32]=[CH:31][CH:30]=[CH:29][CH:28]=2)=[CH:15][C:16]=1[O:17][CH2:18][C:19]1[CH:24]=[CH:23][CH:22]=[CH:21][CH:20]=1)=[O:10])C1C=CC=CC=1.[Li+].[OH-].Cl. Product: [CH2:18]([O:17][C:16]1[CH:15]=[C:14]([O:25][CH2:26][C:27]2[CH:32]=[CH:31][CH:30]=[CH:29][CH:28]=2)[C:13]([C:33]2[CH:38]=[C:37]([CH:39]([CH3:41])[CH3:40])[CH:36]=[CH:35][C:34]=2[O:42][CH3:43])=[CH:12][C:11]=1[C:9]([OH:10])=[O:8])[C:19]1[CH:20]=[CH:21][CH:22]=[CH:23][CH:24]=1. The catalyst class is: 20. (3) Reactant: [C:1]([C:3]1[CH:24]=[CH:23][C:6]([CH2:7][NH:8][C:9](=[O:22])[CH:10]([C:13]2[CH:18]=[CH:17][C:16]([O:19][CH3:20])=[CH:15][C:14]=2[F:21])[O:11][CH3:12])=[CH:5][CH:4]=1)#[N:2].Cl.[NH2:26][OH:27].C(N(CC)CC)C. Product: [F:21][C:14]1[CH:15]=[C:16]([O:19][CH3:20])[CH:17]=[CH:18][C:13]=1[CH:10]([O:11][CH3:12])[C:9]([NH:8][CH2:7][C:6]1[CH:5]=[CH:4][C:3]([C:1](=[NH:2])[NH:26][OH:27])=[CH:24][CH:23]=1)=[O:22]. The catalyst class is: 5.